Dataset: Catalyst prediction with 721,799 reactions and 888 catalyst types from USPTO. Task: Predict which catalyst facilitates the given reaction. (1) Reactant: [CH3:1][C:2]1[N:6]=[C:5]([C:7]2[C:8]([C:13]([OH:15])=O)=[N:9][CH:10]=[CH:11][CH:12]=2)[O:4][N:3]=1.[CH3:16][C:17]1[CH:22]=[C:21]([CH3:23])[N:20]=[C:19]([N:24]2[CH2:31][CH:30]3[CH:26]([CH2:27][NH:28][CH2:29]3)[CH2:25]2)[N:18]=1.CCN=C=NCCCN(C)C.Cl.C1C=CC2N(O)N=NC=2C=1. Product: [NH3:3].[CH3:16][C:17]1[CH:22]=[C:21]([CH3:23])[N:20]=[C:19]([N:24]2[CH2:31][CH:30]3[CH:26]([CH2:27][N:28]([C:13]([C:8]4[C:7]([C:5]5[O:4][N:3]=[C:2]([CH3:1])[N:6]=5)=[CH:12][CH:11]=[CH:10][N:9]=4)=[O:15])[CH2:29]3)[CH2:25]2)[N:18]=1. The catalyst class is: 2. (2) Reactant: Br[C:2]1[CH:3]=[C:4]2[C:8](=[CH:9][CH:10]=1)[NH:7][C:6]1[C:11]([CH3:15])=[N:12][CH:13]=[CH:14][C:5]2=1.[C:16]([C:18]1[CH:19]=[C:20](B(O)O)[CH:21]=[CH:22][CH:23]=1)#[N:17].C(=O)([O-])[O-].[K+].[K+]. Product: [C:16]([C:18]1[CH:23]=[C:22]([C:2]2[CH:3]=[C:4]3[C:8](=[CH:9][CH:10]=2)[NH:7][C:6]2[C:11]([CH3:15])=[N:12][CH:13]=[CH:14][C:5]3=2)[CH:21]=[CH:20][CH:19]=1)#[N:17]. The catalyst class is: 70. (3) Reactant: F[B-](F)(F)F.[O:6]=[N+:7]=[O:8].[Br:9][C:10]1[N:15]2[N:16]=[C:17]([CH2:19][CH3:20])[CH:18]=[C:14]2[C:13]([O:21][CH3:22])=[CH:12][CH:11]=1.O. Product: [Br:9][C:10]1[N:15]2[N:16]=[C:17]([CH2:19][CH3:20])[C:18]([N+:7]([O-:8])=[O:6])=[C:14]2[C:13]([O:21][CH3:22])=[CH:12][CH:11]=1. The catalyst class is: 10. (4) Reactant: Cl[CH2:2][C:3]([N:5]([CH:14]1[CH2:17][CH2:16][CH2:15]1)[C:6]1[CH:11]=[CH:10][CH:9]=[C:8]([O:12][CH3:13])[N:7]=1)=[O:4].C1(C2C=CC=CC=2)C=CC=CC=1P(C(C)(C)C)C(C)(C)C.CCN(CC)CC. Product: [CH:14]1([N:5]2[C:6]3=[N:7][C:8]([O:12][CH3:13])=[CH:9][CH:10]=[C:11]3[CH2:2][C:3]2=[O:4])[CH2:17][CH2:16][CH2:15]1. The catalyst class is: 487. (5) Reactant: C(OCC(CC)CCCC)(=O)C=C.[CH3:14][CH2:15][CH2:16][CH2:17][CH:18]([C:21]([OH:23])=[O:22])[CH2:19][CH3:20].[OH:24][CH2:25][CH2:26][NH:27][C:28](=[O:31])[CH:29]=[CH2:30].C(N1CCCC1=O)=C. Product: [CH3:14][CH2:15][CH2:16][CH2:17][CH:18]([C:21]([OH:23])=[O:22])[CH2:19][CH3:20].[CH2:30]=[CH:29][C:28]([NH:27][CH2:26][CH2:25][OH:24])=[O:31]. The catalyst class is: 13. (6) Reactant: C1(P(C2C=CC=CC=2)C2C=CC=CC=2)C=CC=CC=1.CC(OC(/N=N/C(OC(C)C)=O)=O)C.[C:34]([O:38][C:39]([N:41]1[CH2:46][CH2:45][CH:44]([N:47]=[C:48]([C:55]2[CH:60]=[CH:59][CH:58]=[CH:57][CH:56]=2)[C:49]2[CH:54]=[CH:53][CH:52]=[CH:51][CH:50]=2)[CH:43](O)[CH2:42]1)=[O:40])([CH3:37])([CH3:36])[CH3:35].P([N:78]=[N+:79]=[N-:80])(OC1C=CC=CC=1)(OC1C=CC=CC=1)=O. Product: [C:34]([O:38][C:39]([N:41]1[CH2:46][CH2:45][C@H:44]([N:47]=[C:48]([C:55]2[CH:60]=[CH:59][CH:58]=[CH:57][CH:56]=2)[C:49]2[CH:50]=[CH:51][CH:52]=[CH:53][CH:54]=2)[C@H:43]([N:78]=[N+:79]=[N-:80])[CH2:42]1)=[O:40])([CH3:37])([CH3:36])[CH3:35]. The catalyst class is: 1.